Dataset: Forward reaction prediction with 1.9M reactions from USPTO patents (1976-2016). Task: Predict the product of the given reaction. (1) Given the reactants [OH:1][C:2]1[CH:3]=[C:4]([NH:10][C:11](=[O:17])[O:12][C:13]([CH3:16])([CH3:15])[CH3:14])[CH:5]=[C:6]([O:8][CH3:9])[CH:7]=1.C(=O)([O-])[O-].[K+].[K+].Br[CH2:25][CH2:26][CH2:27][C:28]([O:30][CH2:31][CH3:32])=[O:29].[I-].[K+], predict the reaction product. The product is: [C:13]([O:12][C:11]([NH:10][C:4]1[CH:3]=[C:2]([CH:7]=[C:6]([O:8][CH3:9])[CH:5]=1)[O:1][CH2:25][CH2:26][CH2:27][C:28]([O:30][CH2:31][CH3:32])=[O:29])=[O:17])([CH3:16])([CH3:15])[CH3:14]. (2) Given the reactants [C:1]([O:5][C:6]([N:8]1[CH2:13][C@@H:12]([OH:14])[CH2:11][CH2:10][C@H:9]1[C:15]([O:17][C:18]([CH3:21])([CH3:20])[CH3:19])=[O:16])=[O:7])([CH3:4])([CH3:3])[CH3:2].[F:22][C:23]([F:35])([F:34])[C:24]1[CH:29]=[CH:28][C:27]([S:30](Cl)(=[O:32])=[O:31])=[CH:26][CH:25]=1.O, predict the reaction product. The product is: [C:1]([O:5][C:6]([N:8]1[CH2:13][C@@H:12]([O:14][S:30]([C:27]2[CH:26]=[CH:25][C:24]([C:23]([F:22])([F:34])[F:35])=[CH:29][CH:28]=2)(=[O:32])=[O:31])[CH2:11][CH2:10][C@H:9]1[C:15]([O:17][C:18]([CH3:21])([CH3:20])[CH3:19])=[O:16])=[O:7])([CH3:4])([CH3:3])[CH3:2]. (3) Given the reactants [CH:1]1([NH:4][C:5](=[O:25])[C:6]2[CH:11]=[CH:10][C:9]([CH3:12])=[C:8]([N:13]3[CH:22]=[CH:21][C:20]4[C:15](=[CH:16][C:17]([OH:23])=[CH:18][CH:19]=4)[C:14]3=[O:24])[CH:7]=2)[CH2:3][CH2:2]1.Cl.[CH3:27][N:28]([CH3:32])[CH2:29][CH2:30]Cl.C(=O)([O-])[O-].[K+].[K+].[I-].[Na+], predict the reaction product. The product is: [CH:1]1([NH:4][C:5](=[O:25])[C:6]2[CH:11]=[CH:10][C:9]([CH3:12])=[C:8]([N:13]3[CH:22]=[CH:21][C:20]4[C:15](=[CH:16][C:17]([O:23][CH2:30][CH2:29][N:28]([CH3:32])[CH3:27])=[CH:18][CH:19]=4)[C:14]3=[O:24])[CH:7]=2)[CH2:3][CH2:2]1. (4) Given the reactants [CH2:1]([N:3]1[C:7]([NH:8][C:9]2[C:18]3[C:13](=[C:14]([CH3:20])[CH:15]=[C:16](I)[CH:17]=3)[N:12]=[N:11][C:10]=2[C:21]([NH2:23])=[O:22])=[CH:6][CH:5]=[N:4]1)[CH3:2].C([Sn](CCCC)(CCCC)[S:29][CH2:30][CH2:31][CH3:32])CCC.CS(C)=O, predict the reaction product. The product is: [CH2:1]([N:3]1[C:7]([NH:8][C:9]2[C:18]3[C:13](=[C:14]([CH3:20])[CH:15]=[C:16]([S:29][CH2:30][CH2:31][CH3:32])[CH:17]=3)[N:12]=[N:11][C:10]=2[C:21]([NH2:23])=[O:22])=[CH:6][CH:5]=[N:4]1)[CH3:2]. (5) Given the reactants [ClH:1].Cl.[Cl:3]C1C=C([CH:10]([C:27]2([OH:33])[CH2:32][CH2:31][CH2:30][CH2:29][CH2:28]2)[CH2:11][N:12]2[CH2:17][CH2:16][N:15]([CH2:18][CH:19]([C:21]3[CH:26]=[CH:25][CH:24]=[CH:23][CH:22]=3)[CH3:20])[CH2:14][CH2:13]2)C=CC=1.[Cl:34][C:35]1[CH:36]=[C:37](C(C2(O)CCCCC2)CN2CCNCC2)[CH:38]=[CH:39][CH:40]=1.C1(C(C)C=O)C=CC=CC=1.Cl, predict the reaction product. The product is: [ClH:3].[ClH:34].[Cl:1][C:35]1[CH:40]=[C:39]([CH:28]2[CH2:29][CH2:30][CH2:31][CH2:32][C:27]2([CH2:10][CH2:11][N:12]2[CH2:17][CH2:16][N:15]([CH2:18][CH:19]([C:21]3[CH:22]=[CH:23][CH:24]=[CH:25][CH:26]=3)[CH3:20])[CH2:14][CH2:13]2)[OH:33])[CH:38]=[CH:37][CH:36]=1.